This data is from NCI-60 drug combinations with 297,098 pairs across 59 cell lines. The task is: Regression. Given two drug SMILES strings and cell line genomic features, predict the synergy score measuring deviation from expected non-interaction effect. (1) Cell line: HL-60(TB). Synergy scores: CSS=19.6, Synergy_ZIP=3.74, Synergy_Bliss=3.36, Synergy_Loewe=-7.18, Synergy_HSA=2.22. Drug 2: C1=NC(=NC(=O)N1C2C(C(C(O2)CO)O)O)N. Drug 1: C1CCC(CC1)NC(=O)N(CCCl)N=O. (2) Drug 1: CC1C(C(CC(O1)OC2CC(OC(C2O)C)OC3=CC4=CC5=C(C(=O)C(C(C5)C(C(=O)C(C(C)O)O)OC)OC6CC(C(C(O6)C)O)OC7CC(C(C(O7)C)O)OC8CC(C(C(O8)C)O)(C)O)C(=C4C(=C3C)O)O)O)O. Drug 2: C1=NC2=C(N1)C(=S)N=CN2. Cell line: M14. Synergy scores: CSS=61.5, Synergy_ZIP=-0.0890, Synergy_Bliss=-0.242, Synergy_Loewe=-0.424, Synergy_HSA=0.478.